Dataset: TCR-epitope binding with 47,182 pairs between 192 epitopes and 23,139 TCRs. Task: Binary Classification. Given a T-cell receptor sequence (or CDR3 region) and an epitope sequence, predict whether binding occurs between them. (1) The epitope is NEGVKAAW. The TCR CDR3 sequence is CASRPGQGSHEQYF. Result: 0 (the TCR does not bind to the epitope). (2) The epitope is GILGFVFTL. The TCR CDR3 sequence is CSVLGGWGMNTEAFF. Result: 1 (the TCR binds to the epitope). (3) The epitope is EHPTFTSQYRIQGKL. The TCR CDR3 sequence is CASSLGDRAGANVLTF. Result: 0 (the TCR does not bind to the epitope). (4) The epitope is WICLLQFAY. The TCR CDR3 sequence is CASSSGISYNSPLHF. Result: 1 (the TCR binds to the epitope). (5) The epitope is GTSGSPIIDK. The TCR CDR3 sequence is CASTKGFSGNTIYF. Result: 1 (the TCR binds to the epitope). (6) The epitope is FVRATATIPI. The TCR CDR3 sequence is CAISDSPNTGELFF. Result: 0 (the TCR does not bind to the epitope). (7) The epitope is HSKKKCDEL. The TCR CDR3 sequence is CASLTGAQNTEAFF. Result: 0 (the TCR does not bind to the epitope). (8) The epitope is RIFTIGTVTLK. The TCR CDR3 sequence is CASSYSSLAGYNEQFF. Result: 1 (the TCR binds to the epitope). (9) The epitope is GTITSGWTF. The TCR CDR3 sequence is CASSPGQNYEQYF. Result: 0 (the TCR does not bind to the epitope).